From a dataset of Forward reaction prediction with 1.9M reactions from USPTO patents (1976-2016). Predict the product of the given reaction. (1) Given the reactants C(O[C:4](=[O:24])[CH2:5][CH:6]([N:8]([C:14]1[C:19]([N+:20]([O-])=O)=[CH:18][N:17]=[C:16]([Cl:23])[N:15]=1)[CH:9]1[CH2:13][CH2:12][CH2:11][CH2:10]1)C)C.[C:25](O)(=O)C, predict the reaction product. The product is: [Cl:23][C:16]1[N:17]=[CH:18][C:19]2[NH:20][C:4](=[O:24])[CH:5]([CH3:25])[CH2:6][N:8]([CH:9]3[CH2:10][CH2:11][CH2:12][CH2:13]3)[C:14]=2[N:15]=1. (2) Given the reactants [C:1]([OH:10])(=[O:9])[C@@H:2]([C@H:4]([C:6]([OH:8])=[O:7])[OH:5])[OH:3].[F:11][C:12]1[CH:13]=[CH:14][C:15]([CH3:36])=[C:16]([CH:35]=1)[CH2:17][O:18][C@@H:19]1[C:23]2=[N:24][C:25]([N:28]3[CH2:33][CH2:32][NH:31][CH2:30][C@H:29]3[CH3:34])=[CH:26][CH:27]=[C:22]2[CH2:21][CH2:20]1, predict the reaction product. The product is: [C:6]([C@@H:4]([C@H:2]([C:1]([OH:10])=[O:9])[OH:3])[OH:5])([OH:8])=[O:7].[F:11][C:12]1[CH:13]=[CH:14][C:15]([CH3:36])=[C:16]([CH:35]=1)[CH2:17][O:18][C@@H:19]1[C:23]2[N:24]=[C:25]([N:28]3[CH2:33][CH2:32][NH:31][CH2:30][C@H:29]3[CH3:34])[CH:26]=[CH:27][C:22]=2[CH2:21][CH2:20]1. (3) Given the reactants C1(C2CC(O)C3C(=CC=C(O)C=3)O2)C=CC=CC=1.[F:19][C:20]1[CH:25]=[CH:24][CH:23]=[CH:22][C:21]=1[CH:26]1[CH2:35][C:34](=[O:36])[C:33]2[C:28](=[CH:29][CH:30]=[C:31]([OH:37])[CH:32]=2)[O:27]1, predict the reaction product. The product is: [F:19][C:20]1[CH:25]=[CH:24][CH:23]=[CH:22][C:21]=1[CH:26]1[CH2:35][CH:34]([OH:36])[C:33]2[C:28](=[CH:29][CH:30]=[C:31]([OH:37])[CH:32]=2)[O:27]1. (4) Given the reactants Cl.[C:2]([C:6]1[CH:16]=[CH:15][CH:14]=[CH:13][C:7]=1[O:8][CH2:9][CH2:10][NH:11][CH3:12])([CH3:5])([CH3:4])[CH3:3].[NH:17]1[C:21]([C:22]([OH:24])=O)=[CH:20][N:19]=[N:18]1, predict the reaction product. The product is: [C:2]([C:6]1[CH:16]=[CH:15][CH:14]=[CH:13][C:7]=1[O:8][CH2:9][CH2:10][N:11]([CH3:12])[C:22]([C:21]1[NH:17][N:18]=[N:19][CH:20]=1)=[O:24])([CH3:5])([CH3:3])[CH3:4]. (5) Given the reactants C1(P(C2C=CC=CC=2)C2C=CC=CC=2)C=CC=CC=1.[Br:20][C:21]1[CH:22]=[C:23]([C@:27]2([NH:34][C:35]([NH2:37])=[S:36])[CH2:32][CH2:31][O:30][CH2:29][C@@H:28]2O)[CH:24]=[CH:25][CH:26]=1.O, predict the reaction product. The product is: [Br:20][C:21]1[CH:22]=[C:23]([C@:27]23[CH2:32][CH2:31][O:30][CH2:29][C@H:28]2[S:36][C:35]([NH2:37])=[N:34]3)[CH:24]=[CH:25][CH:26]=1.